From a dataset of Full USPTO retrosynthesis dataset with 1.9M reactions from patents (1976-2016). Predict the reactants needed to synthesize the given product. (1) The reactants are: [Br-].[CH2:2]([P+](C1C=CC=CC=1)(C1C=CC=CC=1)C1C=CC=CC=1)[CH2:3][CH2:4][CH2:5][CH3:6].[Li+].C[Si]([N-][Si](C)(C)C)(C)C.[Cl:36][C:37]1[CH:38]=[C:39]2[C:43](=[CH:44][CH:45]=1)[NH:42][C:41]([CH:46]=O)=[CH:40]2.[Cl-].[NH4+]. Given the product [Cl:36][C:37]1[CH:38]=[C:39]2[C:43](=[CH:44][CH:45]=1)[NH:42][C:41]([CH:46]=[CH:2][CH2:3][CH2:4][CH2:5][CH3:6])=[CH:40]2, predict the reactants needed to synthesize it. (2) Given the product [Cl:1][C:2]1[CH:11]=[CH:10][C:9]([C:14]#[C:13][Si:15]([CH3:18])([CH3:17])[CH3:16])=[CH:8][C:3]=1[C:4]([O:6][CH3:7])=[O:5], predict the reactants needed to synthesize it. The reactants are: [Cl:1][C:2]1[CH:11]=[CH:10][C:9](I)=[CH:8][C:3]=1[C:4]([O:6][CH3:7])=[O:5].[C:13]([Si:15]([CH3:18])([CH3:17])[CH3:16])#[CH:14]. (3) Given the product [N:19]1([C:2]2[C:3]3[CH2:11][CH2:10][N:9]([C:12]([O:14][C:15]([CH3:18])([CH3:17])[CH3:16])=[O:13])[CH2:8][C:4]=3[N:5]=[CH:6][N:7]=2)[CH:23]=[N:22][CH:21]=[N:20]1, predict the reactants needed to synthesize it. The reactants are: Cl[C:2]1[C:3]2[CH2:11][CH2:10][N:9]([C:12]([O:14][C:15]([CH3:18])([CH3:17])[CH3:16])=[O:13])[CH2:8][C:4]=2[N:5]=[CH:6][N:7]=1.[NH:19]1[CH:23]=[N:22][CH:21]=[N:20]1.CCN(C(C)C)C(C)C. (4) Given the product [F:11][C:12]([F:17])([F:16])[C:13]([OH:15])=[O:14].[C:4]1([C:3]2[N:10]=[C:23]([CH:25]([CH2:30][C:31]3[O:35][N:34]=[C:33]([CH2:36][CH2:37][CH2:38][C:39]4[CH:48]=[CH:47][C:46]5[CH2:45][CH2:44][CH2:43][NH:42][C:41]=5[N:40]=4)[N:32]=3)[CH2:26][C:27]([OH:29])=[O:28])[O:1][N:2]=2)[CH:9]=[CH:8][CH:7]=[CH:6][CH:5]=1, predict the reactants needed to synthesize it. The reactants are: [OH:1][N:2]=[C:3]([NH2:10])[C:4]1[CH:9]=[CH:8][CH:7]=[CH:6][CH:5]=1.[F:11][C:12]([F:17])([F:16])[C:13]([OH:15])=[O:14].C(C1N=[C:23]([CH:25]([CH2:30][C:31]2[O:35][N:34]=[C:33]([CH2:36][CH2:37][CH2:38][C:39]3[CH:48]=[CH:47][C:46]4[CH2:45][CH2:44][CH2:43][NH:42][C:41]=4[N:40]=3)[N:32]=2)[CH2:26][C:27]([OH:29])=[O:28])ON=1)C. (5) Given the product [C:6]([C:8]1([CH:12]2[C:25]3[C:20](=[N:21][C:22]([C:26]4[CH:27]=[CH:28][C:29]([C:30]([OH:32])=[O:31])=[CH:34][CH:35]=4)=[CH:23][CH:24]=3)[O:19][C:18]3[C:13]2=[CH:14][CH:15]=[CH:16][CH:17]=3)[CH2:11][CH2:10][CH2:9]1)([OH:7])=[O:5], predict the reactants needed to synthesize it. The reactants are: [OH-].[Na+].C([O:5][C:6]([C:8]1([CH:12]2[C:25]3[C:20](=[N:21][C:22]([C:26]4[CH:35]=[CH:34][C:29]([C:30]([O:32]C)=[O:31])=[CH:28][CH:27]=4)=[CH:23][CH:24]=3)[O:19][C:18]3[C:13]2=[CH:14][CH:15]=[CH:16][CH:17]=3)[CH2:11][CH2:10][CH2:9]1)=[O:7])C.Cl.